From a dataset of Peptide-MHC class I binding affinity with 185,985 pairs from IEDB/IMGT. Regression. Given a peptide amino acid sequence and an MHC pseudo amino acid sequence, predict their binding affinity value. This is MHC class I binding data. (1) The peptide sequence is RFKGEDGCWY. The MHC is HLA-A30:02 with pseudo-sequence HLA-A30:02. The binding affinity (normalized) is 0.806. (2) The peptide sequence is KSFFWFNEV. The MHC is HLA-A02:01 with pseudo-sequence HLA-A02:01. The binding affinity (normalized) is 0.826. (3) The binding affinity (normalized) is 0.0847. The peptide sequence is CEKRLLLKL. The MHC is HLA-B15:17 with pseudo-sequence HLA-B15:17. (4) The peptide sequence is AVRHFPRIW. The MHC is HLA-A68:01 with pseudo-sequence HLA-A68:01. The binding affinity (normalized) is 0.